From a dataset of Forward reaction prediction with 1.9M reactions from USPTO patents (1976-2016). Predict the product of the given reaction. Given the reactants C1C(=O)N(O[C:9]([O:11][CH2:12][CH:13]2[C:25]3[C:20](=[CH:21][CH:22]=[CH:23][CH:24]=3)[C:19]3[C:14]2=[CH:15][CH:16]=[CH:17][CH:18]=3)=[O:10])C(=O)C1.[Br:26][C:27]1[CH:32]=[CH:31][C:30]([C:33]2([C:39]([OH:41])=[O:40])[CH2:38][CH2:37][NH:36][CH2:35][CH2:34]2)=[CH:29][CH:28]=1.Cl, predict the reaction product. The product is: [CH:24]1[C:25]2[CH:13]([CH2:12][O:11][C:9]([N:36]3[CH2:35][CH2:34][C:33]([C:30]4[CH:29]=[CH:28][C:27]([Br:26])=[CH:32][CH:31]=4)([C:39]([OH:41])=[O:40])[CH2:38][CH2:37]3)=[O:10])[C:14]3[C:19](=[CH:18][CH:17]=[CH:16][CH:15]=3)[C:20]=2[CH:21]=[CH:22][CH:23]=1.